This data is from Experimentally validated miRNA-target interactions with 360,000+ pairs, plus equal number of negative samples. The task is: Binary Classification. Given a miRNA mature sequence and a target amino acid sequence, predict their likelihood of interaction. (1) The miRNA is hsa-miR-4732-5p with sequence UGUAGAGCAGGGAGCAGGAAGCU. The protein sequence of the target gene is MALRARALYDFRSENPGEISLREHEVLSLCSEQDIEGWLEGVNSRGDRGLFPASYVQVIRAPEPGPAGDGGPGAPARYANVPPGGFEPLPVAPPASFKPPPDAFQALLQPQQAPPPSTFQPPGAGFPYGGGALQPSPQQLYGGYQASQGSDDDWDDEWDDSSTVADEPGALGSGAYPDLDGSSSAGVGAAGRYRLSTRSDLSLGSRGGSVPPQHHPSGPKSSATVSRNLNRFSTFVKSGGEAFVLGEASGFVKDGDKLCVVLGPYGPEWQENPYPFQCTIDDPTKQTKFKGMKSYISYKL.... Result: 0 (no interaction). (2) The miRNA is mmu-miR-7b-5p with sequence UGGAAGACUUGUGAUUUUGUUGUU. The protein sequence of the target gene is MAAPEAWRARSCWFCEVAAATTMEATSREAAPAKSSASGPNAPPALFELCGRAVSAHMGVLESGVWALPGPILQSILPLLNIYYLERIEETALKKGLSTQAIWRRLWDELMKTRPSSLESVTCWRAKFMEAFFSHVLRGTIDVSSDRRLCDQRFSPLLHSSRHVRQLTICNMLQGATELVAEPNRRVLETLASSLHTLKFRHLLFSDVAAQQSLRQLLHQLIHHGAVSQVSLYSWPVPESALFILILTMSAGFWQPGPGGPPCRLCGEASRGRAPSRDEGSLLLGSRRPRRDAAERCAAA.... Result: 0 (no interaction). (3) The miRNA is hsa-miR-548ba with sequence AAAGGUAACUGUGAUUUUUGCU. The protein sequence of the target gene is MSTAAVPELKQISRVEAMRLGPGWSHSCHAMLYAANPGQLFGRIPMRFSVLMQMRFDGLLGFPGGFVDRRFWSLEDGLNRVLGLGLGCLRLTEADYLSSHLTEGPHRVVAHLYARQLTLEQLHAVEISAVHSRDHGLEVLGLVRVPLYTQKDRVGGFPNFLSNAFVSTAKCQLLFALKVLNMMPEEKLVEALAAATEKQKKALEKLLPASS. Result: 0 (no interaction).